From a dataset of Catalyst prediction with 721,799 reactions and 888 catalyst types from USPTO. Predict which catalyst facilitates the given reaction. (1) Reactant: [CH2:1]([O:8][C:9]1[CH:18]=[CH:17][C:12]([C:13]([NH:15][NH2:16])=[O:14])=[CH:11][C:10]=1[C:19]([F:22])([F:21])[F:20])[C:2]1[CH:7]=[CH:6][CH:5]=[CH:4][CH:3]=1.C1(C2N=NSC=2)C=CC=CC=1.[CH3:34][C:35]1([CH3:73])[N:39]([C:40]([O:42][C:43]([CH3:46])([CH3:45])[CH3:44])=[O:41])[C@@:38]([CH3:72])([C:47](=[O:71])NCC(C2C=CC(OCCCCCCCC)=C(C(F)(F)F)C=2)=O)[CH2:37][O:36]1. Product: [CH2:1]([O:8][C:9]1[CH:18]=[CH:17][C:12]([C:13]([NH:15][NH:16][C:47]([C@@:38]2([CH3:72])[CH2:37][O:36][C:35]([CH3:73])([CH3:34])[N:39]2[C:40]([O:42][C:43]([CH3:46])([CH3:45])[CH3:44])=[O:41])=[O:71])=[O:14])=[CH:11][C:10]=1[C:19]([F:20])([F:21])[F:22])[C:2]1[CH:3]=[CH:4][CH:5]=[CH:6][CH:7]=1. The catalyst class is: 25. (2) Reactant: [F:1][C:2]1[CH:3]=[C:4]([S:8]([C:11]2[N:15]([C:16]3[C:17]([F:22])=[N:18][CH:19]=[CH:20][CH:21]=3)[N:14]=[C:13]([CH2:23][N:24](C)[C:25](=O)OC(C)(C)C)[CH:12]=2)(=[O:10])=[O:9])[CH:5]=[CH:6][CH:7]=1.C(OCC)(=O)C.C(OCC)(=O)C.[ClH:45]. Product: [ClH:45].[F:1][C:2]1[CH:3]=[C:4]([S:8]([C:11]2[N:15]([C:16]3[C:17]([F:22])=[N:18][CH:19]=[CH:20][CH:21]=3)[N:14]=[C:13]([CH2:23][NH:24][CH3:25])[CH:12]=2)(=[O:9])=[O:10])[CH:5]=[CH:6][CH:7]=1. The catalyst class is: 41.